This data is from Forward reaction prediction with 1.9M reactions from USPTO patents (1976-2016). The task is: Predict the product of the given reaction. (1) Given the reactants COC1C=C(C=CC=1)CN(CC1C=CC(C(OC)=O)=CC=1)S(C1C=CC(Cl)=CC=1)(=O)=O.[Cl:32][C:33]1[CH:38]=[CH:37][C:36]([S:39]([NH:42][CH2:43][C:44]2[CH:49]=[CH:48][C:47]([C:50]#[N:51])=[CH:46][CH:45]=2)(=[O:41])=[O:40])=[CH:35][CH:34]=1.Cl[CH2:53][C:54]1[N:58]=[C:57]([C:59]([CH3:62])([CH3:61])[CH3:60])[O:56][N:55]=1, predict the reaction product. The product is: [Cl:32][C:33]1[CH:38]=[CH:37][C:36]([S:39]([N:42]([CH2:43][C:44]2[CH:49]=[CH:48][C:47]([C:50]#[N:51])=[CH:46][CH:45]=2)[CH2:53][C:54]2[N:58]=[C:57]([C:59]([CH3:62])([CH3:61])[CH3:60])[O:56][N:55]=2)(=[O:40])=[O:41])=[CH:35][CH:34]=1. (2) Given the reactants [NH2:1][C:2]1[CH:6]=[C:5]([C:7]([O:9][CH3:10])=[O:8])[N:4]([CH2:11][C:12]2[CH:17]=[CH:16][C:15]([O:18][CH3:19])=[CH:14][CH:13]=2)[N:3]=1.[N:20]1[CH:25]=CC=CC=1.ClC(OC1C=CC([N+]([O-])=O)=CC=1)=O.[OH2:39].[NH2:40]N, predict the reaction product. The product is: [NH:20]([C:25]([NH:1][C:2]1[CH:6]=[C:5]([C:7]([O:9][CH3:10])=[O:8])[N:4]([CH2:11][C:12]2[CH:13]=[CH:14][C:15]([O:18][CH3:19])=[CH:16][CH:17]=2)[N:3]=1)=[O:39])[NH2:40]. (3) Given the reactants [CH2:1]([C:3]1[N:7]([C:8]2[C:16]3[O:15][CH2:14][C@@H:13]([N:17]([C:32](=[O:37])[C:33]([F:36])([F:35])[F:34])[C:18]4[CH:31]=[CH:30][C:21]5[C@H:22]([CH2:25][C:26]([O:28][CH3:29])=[O:27])[CH2:23][O:24][C:20]=5[CH:19]=4)[C:12]=3[CH:11]=[CH:10][CH:9]=2)[C:6]2[CH:38]=[CH:39][CH:40]=[C:41]([OH:42])[C:5]=2[N:4]=1)[CH3:2].CS(O[CH2:48][C:49]([F:52])([F:51])[F:50])(=O)=O.C(=O)([O-])[O-].[K+].[K+], predict the reaction product. The product is: [CH2:1]([C:3]1[N:7]([C:8]2[C:16]3[O:15][CH2:14][C@@H:13]([N:17]([C:32](=[O:37])[C:33]([F:35])([F:36])[F:34])[C:18]4[CH:31]=[CH:30][C:21]5[C@H:22]([CH2:25][C:26]([O:28][CH3:29])=[O:27])[CH2:23][O:24][C:20]=5[CH:19]=4)[C:12]=3[CH:11]=[CH:10][CH:9]=2)[C:6]2[CH:38]=[CH:39][CH:40]=[C:41]([O:42][CH2:48][C:49]([F:52])([F:51])[F:50])[C:5]=2[N:4]=1)[CH3:2]. (4) Given the reactants I[C:2]1[CH:3]=[CH:4][C:5]2[N:6]([CH:8]=[C:9]([NH:11][C:12](=[O:16])[CH:13]([CH3:15])[CH3:14])[N:10]=2)[N:7]=1.C(=O)([O-])[O-].[K+].[K+].[NH2:23][C:24]1[CH:25]=[C:26]([OH:30])[CH:27]=[CH:28][CH:29]=1, predict the reaction product. The product is: [NH2:23][C:24]1[CH:25]=[C:26]([CH:27]=[CH:28][CH:29]=1)[O:30][C:2]1[CH:3]=[CH:4][C:5]2[N:6]([CH:8]=[C:9]([NH:11][C:12](=[O:16])[CH:13]([CH3:15])[CH3:14])[N:10]=2)[N:7]=1. (5) Given the reactants C1C2CC3C(=CC=CC=3)C=2C=CC=1.[F:14][C:15]1[C:27]2[C:26]3[C:21](=[CH:22][C:23]([F:28])=[CH:24][CH:25]=3)[C:20](=O)[C:19]=2[CH:18]=[C:17]([NH2:30])[CH:16]=1, predict the reaction product. The product is: [F:14][C:15]1[C:27]2[C:26]3[C:21](=[CH:22][C:23]([F:28])=[CH:24][CH:25]=3)[CH2:20][C:19]=2[CH:18]=[C:17]([NH2:30])[CH:16]=1. (6) The product is: [CH2:15]1[C@H:19]2[CH2:20][CH2:21][CH2:22][C@H:18]2[CH2:17][N:16]1[CH2:2][CH2:3][CH2:4][O:5][C:6]1[CH:14]=[CH:13][C:9]([C:10]([NH2:12])=[O:11])=[CH:8][CH:7]=1. Given the reactants Cl[CH2:2][CH2:3][CH2:4][O:5][C:6]1[CH:14]=[CH:13][C:9]([C:10]([NH2:12])=[O:11])=[CH:8][CH:7]=1.[CH2:15]1[C@H:19]2[CH2:20][CH2:21][CH2:22][C@H:18]2[CH2:17][NH:16]1.O.C(O)(C)C, predict the reaction product. (7) Given the reactants [N+:1]([C:4]1[CH:5]=[C:6]2[C:12]([C:13]3[CH:18]=[CH:17][N:16]=[C:15]([NH2:19])[N:14]=3)=[CH:11][NH:10][C:7]2=[N:8][CH:9]=1)([O-])=O.CO, predict the reaction product. The product is: [NH2:19][C:15]1[N:14]=[C:13]([C:12]2[C:6]3[C:7](=[N:8][CH:9]=[C:4]([NH2:1])[CH:5]=3)[NH:10][CH:11]=2)[CH:18]=[CH:17][N:16]=1.